From a dataset of Reaction yield outcomes from USPTO patents with 853,638 reactions. Predict the reaction yield, written as a fraction of the theoretical maximum amount of product (1.0 means a 100% yield; for example, 0.34 means a 34% yield). The reactants are [Br:1][C:2]1[CH:7]=[CH:6][CH:5]=[CH:4][C:3]=1[SH:8].Br[CH:10]([CH2:16]C)[C:11]([O:13][CH2:14][CH3:15])=[O:12].[C:18]([O-])([O-])=O.[K+].[K+].C(OCC)(=O)C. The catalyst is CN(C=O)C. The product is [Br:1][C:2]1[CH:7]=[CH:6][CH:5]=[CH:4][C:3]=1[S:8][C:10]([CH3:16])([CH3:18])[C:11]([O:13][CH2:14][CH3:15])=[O:12]. The yield is 0.840.